Dataset: Catalyst prediction with 721,799 reactions and 888 catalyst types from USPTO. Task: Predict which catalyst facilitates the given reaction. (1) Reactant: C1C=CC(COC([NH:11][C@@H:12]([C:19]([OH:21])=[O:20])[C:13]2[CH:18]=[CH:17][CH:16]=[CH:15][CH:14]=2)=O)=CC=1.[CH3:22][N:23]1[CH2:28][CH2:27][CH:26]([CH:29]2[CH2:34][CH2:33][N:32]([C:35]([NH2:37])=[O:36])[CH2:31][CH2:30]2)[CH2:25][CH2:24]1.[H][H]. Product: [CH:16]1[CH:15]=[CH:14][C:13]([C@@H:12]([NH2:11])[C:19]([OH:21])=[O:20])=[CH:18][CH:17]=1.[CH3:22][N:23]1[CH2:24][CH2:25][CH:26]([CH:29]2[CH2:34][CH2:33][N:32]([C:35]([NH2:37])=[O:36])[CH2:31][CH2:30]2)[CH2:27][CH2:28]1. The catalyst class is: 19. (2) Reactant: [CH:1]1([CH2:4][O:5][C:6]2[CH:28]=[CH:27][C:9]3[N:10]=[C:11]([C:13]4[N:17]([CH3:18])[N:16]=[C:15]([O:19][CH2:20][C@@H:21]([NH:23][C:24](=[O:26])[CH3:25])[CH3:22])[CH:14]=4)[O:12][C:8]=3[CH:7]=2)[CH2:3][CH2:2]1.[B-](F)(F)(F)[F:30].[B-](F)(F)(F)F.C1[N+]2(CCl)CC[N+](F)(CC2)C1.C(#N)C. Product: [CH:1]1([CH2:4][O:5][C:6]2[CH:28]=[CH:27][C:9]3[N:10]=[C:11]([C:13]4[N:17]([CH3:18])[N:16]=[C:15]([O:19][CH2:20][C@@H:21]([NH:23][C:24](=[O:26])[CH3:25])[CH3:22])[C:14]=4[F:30])[O:12][C:8]=3[CH:7]=2)[CH2:3][CH2:2]1. The catalyst class is: 6. (3) Reactant: [Cl:1][C:2]1[CH:3]=[C:4]2[CH:10]=[C:9]([C:11]([OH:13])=O)[NH:8][C:5]2=[CH:6][N:7]=1.[NH2:14][CH:15]([CH2:24][O:25][Si:26]([C:29]([CH3:32])([CH3:31])[CH3:30])([CH3:28])[CH3:27])[CH:16]([C:18]1[CH:23]=[CH:22][CH:21]=[CH:20][CH:19]=1)[OH:17].C1C=CC2N(O)N=NC=2C=1.CCN(C(C)C)C(C)C.CCN=C=NCCCN(C)C. Product: [Si:26]([O:25][CH2:24][C@H:15]([NH:14][C:11]([C:9]1[NH:8][C:5]2=[CH:6][N:7]=[C:2]([Cl:1])[CH:3]=[C:4]2[CH:10]=1)=[O:13])[C@@H:16]([OH:17])[C:18]1[CH:23]=[CH:22][CH:21]=[CH:20][CH:19]=1)([C:29]([CH3:32])([CH3:31])[CH3:30])([CH3:28])[CH3:27]. The catalyst class is: 163. (4) Reactant: [C:1]1([C:10]2[CH:15]=[CH:14][CH:13]=[CH:12][CH:11]=2)[CH:6]=[CH:5][C:4]([C:7](Cl)=[O:8])=[CH:3][CH:2]=1.[NH2:16][C:17]([CH3:31])([CH2:20][N:21]1[CH:30]=[C:24]2[N:25]=[CH:26][C:27]([Br:29])=[CH:28][C:23]2=[N:22]1)[C:18]#[N:19]. Product: [Br:29][C:27]1[CH:26]=[N:25][C:24]2=[CH:30][N:21]([CH2:20][C:17]([NH:16][C:7]([C:4]3[CH:5]=[CH:6][C:1]([C:10]4[CH:15]=[CH:14][CH:13]=[CH:12][CH:11]=4)=[CH:2][CH:3]=3)=[O:8])([C:18]#[N:19])[CH3:31])[N:22]=[C:23]2[CH:28]=1. The catalyst class is: 1. (5) Reactant: Cl.[NH2:2][CH2:3][C:4]([NH:6][CH:7]([C:14]1[CH:19]=[CH:18][C:17]([Cl:20])=[CH:16][CH:15]=1)[C:8]1[CH:13]=[CH:12][CH:11]=[CH:10][CH:9]=1)=[O:5].CCN(C(C)C)C(C)C.[CH2:30]([N:37]=[C:38]=[O:39])[C:31]1[CH:36]=[CH:35][CH:34]=[CH:33][CH:32]=1. Product: [CH2:30]([NH:37][C:38](=[O:39])[NH:2][CH2:3][C:4]([NH:6][CH:7]([C:14]1[CH:19]=[CH:18][C:17]([Cl:20])=[CH:16][CH:15]=1)[C:8]1[CH:13]=[CH:12][CH:11]=[CH:10][CH:9]=1)=[O:5])[C:31]1[CH:36]=[CH:35][CH:34]=[CH:33][CH:32]=1. The catalyst class is: 12.